This data is from Reaction yield outcomes from USPTO patents with 853,638 reactions. The task is: Predict the reaction yield, written as a fraction of the theoretical maximum amount of product (1.0 means a 100% yield; for example, 0.34 means a 34% yield). (1) The reactants are [CH2:1](C(CN)O)[C:2]1[CH:7]=[CH:6][CH:5]=[CH:4][CH:3]=1.[CH:12]([N:15](CC)C(C)C)(C)[CH3:13].[C:21]([O:24][CH2:25][C:26](Cl)=[O:27])(=[O:23])[CH3:22].C(OCC)(=[O:31])C. The catalyst is ClCCl. The product is [CH2:1]([N:15]([CH2:12][CH2:13][OH:31])[C:26]([CH2:25][O:24][C:21](=[O:23])[CH3:22])=[O:27])[C:2]1[CH:3]=[CH:4][CH:5]=[CH:6][CH:7]=1. The yield is 0.590. (2) The reactants are [CH3:1][O:2][C:3](=[O:20])[C:4]1[CH:9]=[C:8]([O:10][CH3:11])[C:7]([O:12][CH2:13][CH2:14][CH2:15][Cl:16])=[CH:6][C:5]=1[N+:17]([O-])=O. The catalyst is C(OCC)(=O)C.CO.[Pd]. The product is [CH3:1][O:2][C:3](=[O:20])[C:4]1[CH:9]=[C:8]([O:10][CH3:11])[C:7]([O:12][CH2:13][CH2:14][CH2:15][Cl:16])=[CH:6][C:5]=1[NH2:17]. The yield is 0.940. (3) The reactants are [Br:1][C:2]1[CH:7]=[CH:6][CH:5]=[C:4]([CH2:8]Br)[C:3]=1[CH3:10].[NH:11]1[C:15]2[CH:16]=[CH:17][CH:18]=[CH:19][C:14]=2[N:13]=[CH:12]1.C(=O)([O-])[O-].[K+].[K+]. The catalyst is C(#N)C.CCOC(C)=O. The product is [Br:1][C:2]1[C:3]([CH3:10])=[C:4]([CH:5]=[CH:6][CH:7]=1)[CH2:8][N:11]1[C:15]2[CH:16]=[CH:17][CH:18]=[CH:19][C:14]=2[N:13]=[CH:12]1. The yield is 0.820. (4) The reactants are [CH3:1][C:2]1[C:7]([C:8]([F:11])([F:10])[F:9])=[CH:6][CH:5]=[CH:4][C:3]=1[CH2:12][N:13]1[C:17]2[CH:18]=[C:19]([N:26]3[CH2:31][CH2:30][O:29][CH2:28][CH2:27]3)[CH:20]=[C:21]([C:22]([O:24]C)=[O:23])[C:16]=2[N:15]=[C:14]1[C:32]([F:35])([F:34])[F:33].[OH-].[Li+]. The catalyst is C1COCC1. The product is [CH3:1][C:2]1[C:7]([C:8]([F:9])([F:11])[F:10])=[CH:6][CH:5]=[CH:4][C:3]=1[CH2:12][N:13]1[C:17]2[CH:18]=[C:19]([N:26]3[CH2:31][CH2:30][O:29][CH2:28][CH2:27]3)[CH:20]=[C:21]([C:22]([OH:24])=[O:23])[C:16]=2[N:15]=[C:14]1[C:32]([F:34])([F:33])[F:35]. The yield is 0.870.